This data is from Full USPTO retrosynthesis dataset with 1.9M reactions from patents (1976-2016). The task is: Predict the reactants needed to synthesize the given product. Given the product [CH3:9][O:8][C:5]1[CH:6]=[CH:7][C:2]([B:14]([OH:15])[OH:13])=[CH:3][CH:4]=1, predict the reactants needed to synthesize it. The reactants are: Br[C:2]1[CH:7]=[CH:6][C:5]([O:8][CH3:9])=[CH:4][CH:3]=1.[Mg].C([O:13][B:14](OCC)[O:15]CC)C.S(=O)(=O)(O)O.